Predict the product of the given reaction. From a dataset of Forward reaction prediction with 1.9M reactions from USPTO patents (1976-2016). (1) Given the reactants [O:1]=[C:2]1[C:10]2[C:5](=[CH:6][CH:7]=[CH:8][CH:9]=2)[C:4](=[O:11])[N:3]1[CH2:12][CH:13]([NH:23]C(=O)OC(C)(C)C)[C:14]([CH3:22])([C:16]1[CH:21]=[CH:20][CH:19]=[CH:18][CH:17]=1)[CH3:15].Cl, predict the reaction product. The product is: [NH2:23][CH:13]([C:14]([CH3:22])([C:16]1[CH:21]=[CH:20][CH:19]=[CH:18][CH:17]=1)[CH3:15])[CH2:12][N:3]1[C:4](=[O:11])[C:5]2[C:10](=[CH:9][CH:8]=[CH:7][CH:6]=2)[C:2]1=[O:1]. (2) The product is: [Br:1][C:2]1[CH:3]=[CH:4][C:5]([NH:10][NH2:11])=[N:6][CH:7]=1. Given the reactants [Br:1][C:2]1[CH:3]=[CH:4][C:5](F)=[N:6][CH:7]=1.O.[NH2:10][NH2:11].C(O)C, predict the reaction product.